Dataset: Full USPTO retrosynthesis dataset with 1.9M reactions from patents (1976-2016). Task: Predict the reactants needed to synthesize the given product. (1) The reactants are: [C:1]([CH2:3][N:4]1[CH:8]=[CH:7][C:6]([C:9]2[C:14]([F:15])=[CH:13][CH:12]=[CH:11][C:10]=2[F:16])=[N:5]1)#[N:2].[H-].[Na+].[CH3:19][N:20]1[C:24]([Cl:25])=[C:23]([C:26](N2C=CC=N2)=[O:27])[C:22]([Cl:33])=[N:21]1.O. Given the product [F:15][C:14]1[CH:13]=[CH:12][CH:11]=[C:10]([F:16])[C:9]=1[C:6]1[CH:7]=[CH:8][N:4]([C:3](=[C:26]([C:23]2[C:22]([Cl:33])=[N:21][N:20]([CH3:19])[C:24]=2[Cl:25])[OH:27])[C:1]#[N:2])[N:5]=1, predict the reactants needed to synthesize it. (2) Given the product [CH3:1][O:2][C:3]1[CH:4]=[C:5]2[C:10](=[CH:11][CH:12]=1)[C:9]([O:13][C:23]1[CH:28]=[CH:27][C:26]([N+:29]([O-:31])=[O:30])=[CH:25][CH:24]=1)=[C:8]([C:14]1[CH:19]=[CH:18][C:17]([S:20][CH3:21])=[CH:16][CH:15]=1)[CH:7]=[CH:6]2, predict the reactants needed to synthesize it. The reactants are: [CH3:1][O:2][C:3]1[CH:4]=[C:5]2[C:10](=[CH:11][CH:12]=1)[C:9]([OH:13])=[C:8]([C:14]1[CH:19]=[CH:18][C:17]([S:20][CH3:21])=[CH:16][CH:15]=1)[CH:7]=[CH:6]2.F[C:23]1[CH:28]=[CH:27][C:26]([N+:29]([O-:31])=[O:30])=[CH:25][CH:24]=1.ClCCl. (3) Given the product [CH2:1]([N:8]1[CH2:15][CH2:14][C@:13]2([CH3:19])[C:16]([CH3:18])([CH3:17])[C@H:9]1[CH2:10][C:11]1[C:39]([C:38]#[N:33])=[CH:22][CH:21]=[CH:20][C:12]=12)[C:2]1[CH:7]=[CH:6][CH:5]=[CH:4][CH:3]=1, predict the reactants needed to synthesize it. The reactants are: [CH2:1]([N:8]1[CH2:15][CH2:14][C@:13]2([CH3:19])[C:16]([CH3:18])([CH3:17])[C@H:9]1[CH2:10][C:11]1C(OS(C(F)(F)F)(=O)=O)=[CH:22][CH:21]=[CH:20][C:12]=12)[C:2]1[CH:7]=[CH:6][CH:5]=[CH:4][CH:3]=1.O.[NH3:33].C(O[CH2:38][CH3:39])(=O)C. (4) Given the product [C:30]([O:34][C:35](=[O:43])[NH:36][C:37]1([CH2:41][N:19]2[C:18](=[O:23])[C:17](=[CH:16][C:12]3[CH:11]=[C:10]4[C:15](=[CH:14][CH:13]=3)[N:7]([CH2:6][C:5]3[CH:24]=[CH:25][C:2]([Cl:1])=[CH:3][C:4]=3[C:26]([F:27])([F:29])[F:28])[N:8]=[CH:9]4)[S:21][C:20]2=[O:22])[CH2:38][CH2:39][CH2:40]1)([CH3:33])([CH3:31])[CH3:32], predict the reactants needed to synthesize it. The reactants are: [Cl:1][C:2]1[CH:25]=[CH:24][C:5]([CH2:6][N:7]2[C:15]3[C:10](=[CH:11][C:12]([CH:16]=[C:17]4[S:21][C:20](=[O:22])[NH:19][C:18]4=[O:23])=[CH:13][CH:14]=3)[CH:9]=[N:8]2)=[C:4]([C:26]([F:29])([F:28])[F:27])[CH:3]=1.[C:30]([O:34][C:35](=[O:43])[NH:36][C:37]1([CH2:41]O)[CH2:40][CH2:39][CH2:38]1)([CH3:33])([CH3:32])[CH3:31]. (5) Given the product [C:1]([O:5][C:6]([N:8]1[CH2:12][CH:11]([O:13][C:14]2[CH:19]=[CH:18][C:17]([F:20])=[C:16]([F:21])[CH:15]=2)[CH:10]2[N:22]([C:25](=[O:42])[CH:26]([NH2:31])[C:27]([CH3:30])([CH3:29])[CH3:28])[CH2:23][CH2:24][CH:9]12)=[O:7])([CH3:4])([CH3:2])[CH3:3], predict the reactants needed to synthesize it. The reactants are: [C:1]([O:5][C:6]([N:8]1[CH2:12][CH:11]([O:13][C:14]2[CH:19]=[CH:18][C:17]([F:20])=[C:16]([F:21])[CH:15]=2)[CH:10]2[N:22]([C:25](=[O:42])[CH:26]([NH:31]C(OCC3C=CC=CC=3)=O)[C:27]([CH3:30])([CH3:29])[CH3:28])[CH2:23][CH2:24][CH:9]12)=[O:7])([CH3:4])([CH3:3])[CH3:2]. (6) Given the product [F:1][C:2]1[C:3]([CH3:15])=[C:4]([OH:5])[CH:12]=[CH:13][CH:14]=1, predict the reactants needed to synthesize it. The reactants are: [F:1][C:2]1[C:3]([CH3:15])=[C:4]([CH:12]=[CH:13][CH:14]=1)[O:5]C1CCCCO1.C(O)(=O)C(O)=O. (7) Given the product [OH2:2].[O:7]=[C:10]([C:11]([O:13][CH2:14][CH3:15])=[O:12])[C:9]([O:17][CH2:18][CH3:19])=[O:16], predict the reactants needed to synthesize it. The reactants are: Cl([O-])=[O:2].[Na+].C(O)(=[O:7])C.[C:9]([O:17][CH2:18][CH3:19])(=[O:16])[CH2:10][C:11]([O:13][CH2:14][CH3:15])=[O:12].